From a dataset of Full USPTO retrosynthesis dataset with 1.9M reactions from patents (1976-2016). Predict the reactants needed to synthesize the given product. (1) Given the product [CH3:17][S:15]([CH2:14][CH2:13][CH:9]([NH:8][C:6](=[O:7])[O:5][C:1]([CH3:2])([CH3:3])[CH3:4])[C:10]([NH:54][CH2:46][CH2:47][CH2:48][CH2:49][CH2:50][CH2:51][CH2:52][CH3:53])=[O:12])=[O:16], predict the reactants needed to synthesize it. The reactants are: [C:1]([O:5][C:6]([NH:8][CH:9]([CH2:13][CH2:14][S:15]([CH3:17])=[O:16])[C:10]([OH:12])=O)=[O:7])([CH3:4])([CH3:3])[CH3:2].C1C=CC2N(O)N=NC=2C=1.C(N(CC)CC)C.CCN=C=NCCCN(C)C.[CH2:46]([NH2:54])[CH2:47][CH2:48][CH2:49][CH2:50][CH2:51][CH2:52][CH3:53]. (2) Given the product [CH3:20][CH:19]([CH3:21])[CH2:18][C@H:17]([NH:16][C:13]1[N:12]=[CH:11][C:10]([C:8]([NH:7][CH2:6][CH2:5][C:4]([OH:38])=[O:3])=[O:9])=[CH:15][CH:14]=1)[C:22]1[CH:23]=[N:24][C:25]([C:28]2[CH:29]=[CH:30][C:31]([C:34]([F:37])([F:35])[F:36])=[CH:32][CH:33]=2)=[N:26][CH:27]=1, predict the reactants needed to synthesize it. The reactants are: C([O:3][C:4](=[O:38])[CH2:5][CH2:6][NH:7][C:8]([C:10]1[CH:11]=[N:12][C:13]([NH:16][C@H:17]([C:22]2[CH:23]=[N:24][C:25]([C:28]3[CH:33]=[CH:32][C:31]([C:34]([F:37])([F:36])[F:35])=[CH:30][CH:29]=3)=[N:26][CH:27]=2)[CH2:18][CH:19]([CH3:21])[CH3:20])=[CH:14][CH:15]=1)=[O:9])C.C(OCC)(=O)C.[OH-].[Na+].Cl. (3) Given the product [Cl:1][C:2]1[C:3](=[O:26])[N:4]([CH2:11][CH2:12][C:13]2[CH:25]=[CH:24][C:16]([C:17]([O:19][C:20]([CH3:21])([CH3:22])[CH3:23])=[O:18])=[CH:15][CH:14]=2)[C:5]([CH:9]=[O:10])=[C:6]([Cl:8])[CH:7]=1, predict the reactants needed to synthesize it. The reactants are: [Cl:1][C:2]1[C:3](=[O:26])[N:4]([CH2:11][CH2:12][C:13]2[CH:25]=[CH:24][C:16]([C:17]([O:19][C:20]([CH3:23])([CH3:22])[CH3:21])=[O:18])=[CH:15][CH:14]=2)[C:5]([CH2:9][OH:10])=[C:6]([Cl:8])[CH:7]=1. (4) Given the product [NH2:1][C@H:2]([C:26]([NH:28][C:29]1[CH:38]=[C:37]2[C:32]([C:33]([CH3:40])=[CH:34][C:35](=[O:39])[O:36]2)=[CH:31][CH:30]=1)=[O:27])[CH2:3][C:4](=[O:25])[NH:5][C:6]([C:19]1[CH:24]=[CH:23][CH:22]=[CH:21][CH:20]=1)([C:13]1[CH:18]=[CH:17][CH:16]=[CH:15][CH:14]=1)[C:7]1[CH:8]=[CH:9][CH:10]=[CH:11][CH:12]=1, predict the reactants needed to synthesize it. The reactants are: [NH:1](C(OCC1C2C(=CC=CC=2)C2C1=CC=CC=2)=O)[C@H:2]([C:26]([NH:28][C:29]1[CH:38]=[C:37]2[C:32]([C:33]([CH3:40])=[CH:34][C:35](=[O:39])[O:36]2)=[CH:31][CH:30]=1)=[O:27])[CH2:3][C:4](=[O:25])[NH:5][C:6]([C:19]1[CH:24]=[CH:23][CH:22]=[CH:21][CH:20]=1)([C:13]1[CH:18]=[CH:17][CH:16]=[CH:15][CH:14]=1)[C:7]1[CH:12]=[CH:11][CH:10]=[CH:9][CH:8]=1.C(S)CCCCCCC.C1CCN2C(=NCCC2)CC1. (5) Given the product [Cl:17][C:14]1[CH:13]=[CH:12][C:11]([N:9]2[CH:10]=[C:6]([C:4](=[O:5])[CH3:27])[N:7]=[C:8]2[C:18]2[CH:23]=[CH:22][C:21]([Cl:24])=[CH:20][C:19]=2[Cl:25])=[CH:16][CH:15]=1, predict the reactants needed to synthesize it. The reactants are: CON(C)[C:4]([C:6]1[N:7]=[C:8]([C:18]2[CH:23]=[CH:22][C:21]([Cl:24])=[CH:20][C:19]=2[Cl:25])[N:9]([C:11]2[CH:16]=[CH:15][C:14]([Cl:17])=[CH:13][CH:12]=2)[CH:10]=1)=[O:5].[CH3:27][Mg]I.Cl. (6) Given the product [Br:16][C:17]1[CH:18]=[N:19][C:20]([O:23][C:1]2[CH:6]=[CH:5][CH:4]=[CH:3][CH:2]=2)=[N:21][CH:22]=1, predict the reactants needed to synthesize it. The reactants are: [C:1]1(B(O)O)[CH:6]=[CH:5][CH:4]=[CH:3][CH:2]=1.C([O-])([O-])=O.[Cs+].[Cs+].[Br:16][C:17]1[CH:18]=[N:19][C:20]([O:23]N2C3=NC=CC=C3N=N2)=[N:21][CH:22]=1. (7) Given the product [C:51]([O:50][C:49]([NH:48][C:45]1([CH2:44][NH:43][C@:4]23[CH2:39][CH2:38][C@@H:37]([C:40]([CH3:42])=[CH2:41])[C@@H:5]2[C@@H:6]2[C@@:19]([CH3:22])([CH2:20][CH2:21]3)[C@@:18]3([CH3:23])[C@@H:9]([C@:10]4([CH3:36])[C@@H:15]([CH2:16][CH2:17]3)[C:14]([CH3:25])([CH3:24])[C:13]([C:26]3[CH:27]=[CH:28][C:29]([C:30]([O:32][CH3:33])=[O:31])=[CH:34][CH:35]=3)=[CH:12][CH2:11]4)[CH2:8][CH2:7]2)[CH2:46][CH2:47]1)=[O:55])([CH3:52])([CH3:54])[CH3:53], predict the reactants needed to synthesize it. The reactants are: N([C@:4]12[CH2:39][CH2:38][C@@H:37]([C:40]([CH3:42])=[CH2:41])[C@@H:5]1[C@@H:6]1[C@@:19]([CH3:22])([CH2:20][CH2:21]2)[C@@:18]2([CH3:23])[C@@H:9]([C@:10]3([CH3:36])[C@@H:15]([CH2:16][CH2:17]2)[C:14]([CH3:25])([CH3:24])[C:13]([C:26]2[CH:35]=[CH:34][C:29]([C:30]([O:32][CH3:33])=[O:31])=[CH:28][CH:27]=2)=[CH:12][CH2:11]3)[CH2:8][CH2:7]1)=C=O.[NH2:43][CH2:44][C:45]1([NH:48][C:49](=[O:55])[O:50][C:51]([CH3:54])([CH3:53])[CH3:52])[CH2:47][CH2:46]1. (8) Given the product [OH2:8].[OH2:26].[F:12][C:13]1[CH:14]=[CH:15][C:16]([CH2:17][CH:18]2[CH2:19][CH2:20][N:21]([C:24](=[O:28])[C:25]([NH:1][C:2]3[CH:11]=[CH:10][C:5]4[NH:6][C:7](=[O:9])[O:8][C:4]=4[CH:3]=3)=[O:27])[CH2:22][CH2:23]2)=[CH:29][CH:30]=1, predict the reactants needed to synthesize it. The reactants are: [NH2:1][C:2]1[CH:11]=[CH:10][C:5]2[NH:6][C:7](=[O:9])[O:8][C:4]=2[CH:3]=1.[F:12][C:13]1[CH:30]=[CH:29][C:16]([CH2:17][CH:18]2[CH2:23][CH2:22][N:21]([C:24](=[O:28])[C:25]([OH:27])=[O:26])[CH2:20][CH2:19]2)=[CH:15][CH:14]=1.F[P-](F)(F)(F)(F)F.N1(OC(N(C)C)=[N+](C)C)C2C=CC=CC=2N=N1.C(N(CC)CC)C.C([O-])(O)=O.[Na+]. (9) Given the product [Cl:1][C:2]1[CH:3]=[CH:4][C:5]([C:32]#[N:33])=[C:6]([C:8]2[C:13]([O:14][CH3:15])=[CH:12][N:11]([CH:16]([CH2:24][C:25]3([CH2:29][CH3:30])[CH2:28][O:27][CH2:26]3)[C:17]([OH:19])=[O:18])[C:10](=[O:31])[CH:9]=2)[CH:7]=1, predict the reactants needed to synthesize it. The reactants are: [Cl:1][C:2]1[CH:3]=[CH:4][C:5]([C:32]#[N:33])=[C:6]([C:8]2[C:13]([O:14][CH3:15])=[CH:12][N:11]([CH:16]([CH2:24][C:25]3([CH2:29][CH3:30])[CH2:28][O:27][CH2:26]3)[C:17]([O:19]C(C)(C)C)=[O:18])[C:10](=[O:31])[CH:9]=2)[CH:7]=1.[OH-].[Li+]. (10) Given the product [Cl:18][C:19]1[N:20]=[C:21]([N:4]2[CH2:5][CH2:6][N:1]([C:11]([O:13][C:14]([CH3:17])([CH3:16])[CH3:15])=[O:12])[CH2:2][CH:3]2[C:7]([O:9][CH3:10])=[O:8])[CH:22]=[C:23]([C:25]([O:27][CH3:28])=[O:26])[N:24]=1, predict the reactants needed to synthesize it. The reactants are: [N:1]1([C:11]([O:13][C:14]([CH3:17])([CH3:16])[CH3:15])=[O:12])[CH2:6][CH2:5][NH:4][CH:3]([C:7]([O:9][CH3:10])=[O:8])[CH2:2]1.[Cl:18][C:19]1[N:24]=[C:23]([C:25]([O:27][CH3:28])=[O:26])[CH:22]=[C:21](Cl)[N:20]=1.CCN(C(C)C)C(C)C.